This data is from Reaction yield outcomes from USPTO patents with 853,638 reactions. The task is: Predict the reaction yield, written as a fraction of the theoretical maximum amount of product (1.0 means a 100% yield; for example, 0.34 means a 34% yield). The reactants are [NH2:1][CH2:2][C@H:3]([NH:7][C:8]([O:10][C:11]([CH3:14])([CH3:13])[CH3:12])=[O:9])[C:4]([OH:6])=[O:5].F[C:16]1[CH:21]=[CH:20][CH:19]=[CH:18][C:17]=1[N+:22]([O-:24])=[O:23].C(=O)(O)[O-].[Na+].O. The catalyst is CN(C=O)C. The product is [C:11]([O:10][C:8]([NH:7][C@@H:3]([CH2:2][NH:1][C:16]1[CH:21]=[CH:20][CH:19]=[CH:18][C:17]=1[N+:22]([O-:24])=[O:23])[C:4]([OH:6])=[O:5])=[O:9])([CH3:14])([CH3:13])[CH3:12]. The yield is 0.630.